Task: Regression. Given two drug SMILES strings and cell line genomic features, predict the synergy score measuring deviation from expected non-interaction effect.. Dataset: NCI-60 drug combinations with 297,098 pairs across 59 cell lines Drug 1: CC(C1=C(C=CC(=C1Cl)F)Cl)OC2=C(N=CC(=C2)C3=CN(N=C3)C4CCNCC4)N. Drug 2: CC(C)(C#N)C1=CC(=CC(=C1)CN2C=NC=N2)C(C)(C)C#N. Cell line: A549. Synergy scores: CSS=19.7, Synergy_ZIP=0.278, Synergy_Bliss=-0.524, Synergy_Loewe=-0.713, Synergy_HSA=-1.45.